Regression. Given two drug SMILES strings and cell line genomic features, predict the synergy score measuring deviation from expected non-interaction effect. From a dataset of NCI-60 drug combinations with 297,098 pairs across 59 cell lines. (1) Drug 1: C1CN1P(=S)(N2CC2)N3CC3. Drug 2: CC1C(C(CC(O1)OC2CC(CC3=C2C(=C4C(=C3O)C(=O)C5=C(C4=O)C(=CC=C5)OC)O)(C(=O)CO)O)N)O.Cl. Cell line: 786-0. Synergy scores: CSS=42.2, Synergy_ZIP=-3.81, Synergy_Bliss=0.356, Synergy_Loewe=-19.4, Synergy_HSA=2.71. (2) Drug 1: CNC(=O)C1=CC=CC=C1SC2=CC3=C(C=C2)C(=NN3)C=CC4=CC=CC=N4. Drug 2: C1CC(=O)NC(=O)C1N2CC3=C(C2=O)C=CC=C3N. Cell line: M14. Synergy scores: CSS=-3.17, Synergy_ZIP=2.45, Synergy_Bliss=-0.328, Synergy_Loewe=-3.72, Synergy_HSA=-4.31. (3) Drug 1: CC1C(C(CC(O1)OC2CC(OC(C2O)C)OC3=CC4=CC5=C(C(=O)C(C(C5)C(C(=O)C(C(C)O)O)OC)OC6CC(C(C(O6)C)O)OC7CC(C(C(O7)C)O)OC8CC(C(C(O8)C)O)(C)O)C(=C4C(=C3C)O)O)O)O. Drug 2: CCCCC(=O)OCC(=O)C1(CC(C2=C(C1)C(=C3C(=C2O)C(=O)C4=C(C3=O)C=CC=C4OC)O)OC5CC(C(C(O5)C)O)NC(=O)C(F)(F)F)O. Cell line: MOLT-4. Synergy scores: CSS=71.6, Synergy_ZIP=8.53, Synergy_Bliss=8.55, Synergy_Loewe=6.45, Synergy_HSA=9.02. (4) Drug 1: CNC(=O)C1=CC=CC=C1SC2=CC3=C(C=C2)C(=NN3)C=CC4=CC=CC=N4. Drug 2: CC1=CC2C(CCC3(C2CCC3(C(=O)C)OC(=O)C)C)C4(C1=CC(=O)CC4)C. Cell line: SF-295. Synergy scores: CSS=3.91, Synergy_ZIP=-1.05, Synergy_Bliss=0.229, Synergy_Loewe=-7.13, Synergy_HSA=-2.47.